This data is from Full USPTO retrosynthesis dataset with 1.9M reactions from patents (1976-2016). The task is: Predict the reactants needed to synthesize the given product. (1) Given the product [CH2:1]([S:3][CH2:4][N:5]1[C:14]2[C:9](=[CH:10][CH:11]=[CH:12][N:13]=2)[CH:8]=[C:7]([C:15]([C:35]2[C:41](=[O:42])[CH2:40][CH2:39][CH2:38][C:34]=2[OH:37])=[O:17])[C:6]1=[O:25])[CH3:2], predict the reactants needed to synthesize it. The reactants are: [CH2:1]([S:3][CH2:4][N:5]1[C:14]2[C:9](=[CH:10][CH:11]=[CH:12][N:13]=2)[CH:8]=[C:7]([C:15]([O:17]C2CCCC(=O)C=2)=O)[C:6]1=[O:25])[CH3:2].C(N(CC)CC)C.C[C:34]([CH3:38])([OH:37])[C:35]#N.[C:39](O)(=O)[CH2:40][C:41](CC(O)=O)(C(O)=O)[OH:42]. (2) Given the product [CH2:48]([O:37][C:32]1[C:31]([F:38])=[C:30]([CH:28]2[O:27][N:26]=[C:25]([C:23]3[N:24]=[C:20]([CH:17]4[CH2:16][CH2:15][N:14]([C:12](=[O:13])[CH2:11][N:5]5[C:6]([CH:8]([F:9])[F:10])=[CH:7][C:3]([CH:2]([F:1])[F:39])=[N:4]5)[CH2:19][CH2:18]4)[S:21][CH:22]=3)[CH2:29]2)[C:35]([F:36])=[CH:34][CH:33]=1)[CH:47]=[CH2:46], predict the reactants needed to synthesize it. The reactants are: [F:1][CH:2]([F:39])[C:3]1[CH:7]=[C:6]([CH:8]([F:10])[F:9])[N:5]([CH2:11][C:12]([N:14]2[CH2:19][CH2:18][CH:17]([C:20]3[S:21][CH:22]=[C:23]([C:25]4[CH2:29][CH:28]([C:30]5[C:35]([F:36])=[CH:34][CH:33]=[C:32]([OH:37])[C:31]=5[F:38])[O:27][N:26]=4)[N:24]=3)[CH2:16][CH2:15]2)=[O:13])[N:4]=1.C(=O)([O-])[O-].[K+].[K+].[CH2:46](Br)[CH:47]=[CH2:48].O.